This data is from Reaction yield outcomes from USPTO patents with 853,638 reactions. The task is: Predict the reaction yield, written as a fraction of the theoretical maximum amount of product (1.0 means a 100% yield; for example, 0.34 means a 34% yield). (1) The reactants are Br[CH2:2][CH2:3][CH2:4][CH2:5][C:6]([CH3:16])([CH3:15])[CH2:7][O:8][CH:9]1[CH2:14][CH2:13][CH2:12][CH2:11][O:10]1.[C:17]([O:25][CH2:26][CH3:27])(=[O:24])[CH2:18][C:19]([O:21][CH2:22][CH3:23])=[O:20].[H-].[Na+].[OH2:30]. The catalyst is CS(C)=O.[I-].C([N+](CCCC)(CCCC)CCCC)CCC. The product is [CH2:26]([O:25][C:17](=[O:24])[C:18]([CH2:2][CH2:3][CH2:4][CH2:5][C:6]([CH3:15])([CH3:16])[CH2:7][O:30][CH:11]1[CH2:12][CH2:13][CH2:14][CH2:9][O:10]1)([CH2:2][CH2:3][CH2:4][CH2:5][C:6]([CH3:16])([CH3:15])[CH2:7][O:8][CH:9]1[CH2:14][CH2:13][CH2:12][CH2:11][O:10]1)[C:19]([O:21][CH2:22][CH3:23])=[O:20])[CH3:27]. The yield is 0.823. (2) The reactants are Cl.[Si]([O:9][CH2:10][C@@H:11]([O:13][CH2:14][C@H:15]([O:26][C:27]1[N:32]=[CH:31][N:30]=[C:29]2[N:33]([C:36]3[C:41]([Cl:42])=[CH:40][CH:39]=[CH:38][N:37]=3)[N:34]=[CH:35][C:28]=12)[C:16]([NH:18][C:19]1[CH:24]=[CH:23][C:22]([F:25])=[CH:21][N:20]=1)=[O:17])[CH3:12])(C(C)(C)C)(C)C. The catalyst is C1COCC1. The product is [Cl:42][C:41]1[C:36]([N:33]2[C:29]3=[N:30][CH:31]=[N:32][C:27]([O:26][C@@H:15]([CH2:14][O:13][C@@H:11]([CH3:12])[CH2:10][OH:9])[C:16]([NH:18][C:19]4[CH:24]=[CH:23][C:22]([F:25])=[CH:21][N:20]=4)=[O:17])=[C:28]3[CH:35]=[N:34]2)=[N:37][CH:38]=[CH:39][CH:40]=1. The yield is 0.770. (3) The reactants are [F:1][C:2]1[CH:7]=[CH:6][CH:5]=[C:4]([F:8])[C:3]=1[N:9]1[C:14]2[N:15]=[C:16](S(C)=O)[N:17]=[C:18]([C:19]3[CH:20]=[C:21]([CH:28]=[CH:29][C:30]=3[CH3:31])[C:22]([NH:24][CH:25]([CH3:27])[CH3:26])=[O:23])[C:13]=2[CH2:12][NH:11][C:10]1=[O:35].[NH:36]1[CH2:42][CH2:41][CH2:40][CH2:39][CH2:38][CH2:37]1. The catalyst is C(Cl)Cl. The product is [F:1][C:2]1[CH:7]=[CH:6][CH:5]=[C:4]([F:8])[C:3]=1[N:9]1[C:14]2[N:15]=[C:16]([N:36]3[CH2:42][CH2:41][CH2:40][CH2:39][CH2:38][CH2:37]3)[N:17]=[C:18]([C:19]3[CH:20]=[C:21]([CH:28]=[CH:29][C:30]=3[CH3:31])[C:22]([NH:24][CH:25]([CH3:27])[CH3:26])=[O:23])[C:13]=2[CH2:12][NH:11][C:10]1=[O:35]. The yield is 0.730. (4) The reactants are FC(F)(F)C(O)=O.[Cl:8][C:9]1[CH:14]=[C:13]([C:15]([N:17]2[C:30]3[C:25](=[CH:26][CH:27]=[CH:28][CH:29]=3)[C:19]3([CH2:24][CH2:23][NH:22][CH2:21][CH2:20]3)[CH2:18]2)=[O:16])[CH:12]=[CH:11][N:10]=1.[CH:31](=O)/[CH:32]=[CH:33]/[C:34]1[CH:39]=[CH:38][CH:37]=[CH:36][CH:35]=1. The catalyst is O1CCCC1.C(O)C. The product is [Cl:8][C:9]1[CH:14]=[C:13]([C:15]([N:17]2[C:30]3[C:25](=[CH:26][CH:27]=[CH:28][CH:29]=3)[C:19]3([CH2:20][CH2:21][N:22]([CH2:31]/[CH:32]=[CH:33]/[C:34]4[CH:39]=[CH:38][CH:37]=[CH:36][CH:35]=4)[CH2:23][CH2:24]3)[CH2:18]2)=[O:16])[CH:12]=[CH:11][N:10]=1. The yield is 0.940. (5) The yield is 0.897. The reactants are [H-].[Na+].[CH2:3]([O:5][C:6]([C:8]1[CH:9]=[N:10][NH:11][CH:12]=1)=[O:7])[CH3:4].[CH3:13]I.[Cl-].[NH4+]. The catalyst is O1CCCC1.C(OCC)(=O)C. The product is [CH2:3]([O:5][C:6]([C:8]1[CH:9]=[N:10][N:11]([CH3:13])[CH:12]=1)=[O:7])[CH3:4]. (6) The reactants are [CH3:1][C:2]1[CH:7]=[CH:6][C:5]([S:8]([NH:11][CH2:12][CH2:13][C:14]([OH:16])=O)(=[O:10])=[O:9])=[CH:4][CH:3]=1.[NH:17]1[CH2:21][CH2:20][CH2:19][CH2:18]1. The catalyst is O=S(Cl)Cl.C(Cl)Cl.O. The product is [CH3:1][C:2]1[CH:3]=[CH:4][C:5]([S:8]([NH:11][CH2:12][CH2:13][C:14]([N:17]2[CH2:21][CH2:20][CH2:19][CH2:18]2)=[O:16])(=[O:9])=[O:10])=[CH:6][CH:7]=1. The yield is 0.880. (7) The reactants are [F:1][C:2]1[CH:3]=[C:4]([O:9][C:10]2[CH:11]=[C:12]([CH:17]=[C:18]([OH:20])[CH:19]=2)[C:13]([O:15][CH3:16])=[O:14])[CH:5]=[C:6]([F:8])[CH:7]=1.[CH3:21][O:22][CH2:23][C@H:24](O)[CH3:25].C1(P(C2C=CC=CC=2)C2C=CC=CC=2)C=CC=CC=1.CC(OC(/N=N/C(OC(C)C)=O)=O)C. The catalyst is C1COCC1. The product is [F:1][C:2]1[CH:3]=[C:4]([O:9][C:10]2[CH:11]=[C:12]([CH:17]=[C:18]([O:20][C@@H:24]([CH3:25])[CH2:23][O:22][CH3:21])[CH:19]=2)[C:13]([O:15][CH3:16])=[O:14])[CH:5]=[C:6]([F:8])[CH:7]=1. The yield is 0.750. (8) The reactants are [NH2:1][C:2](=O)[C@@H:3]([N:11]([CH3:19])[C:12](=[O:18])[O:13][C:14]([CH3:17])([CH3:16])[CH3:15])[CH2:4][CH:5]1[CH2:10][CH2:9][O:8][CH2:7][CH2:6]1.CSC.B.OS([O-])(=O)=O.[K+].[OH-].[Na+]. The catalyst is C1COCC1.O. The product is [NH2:1][CH2:2][C@@H:3]([N:11]([CH3:19])[C:12](=[O:18])[O:13][C:14]([CH3:15])([CH3:17])[CH3:16])[CH2:4][CH:5]1[CH2:6][CH2:7][O:8][CH2:9][CH2:10]1. The yield is 0.430. (9) The reactants are [NH2:1][C:2]1[CH:3]=[C:4]([C:8]2[N:13]3[N:14]=[CH:15][C:16]([C:17]([C:19]4[S:20][CH:21]=[CH:22][CH:23]=4)=[O:18])=[C:12]3[N:11]=[CH:10][CH:9]=2)[CH:5]=[CH:6][CH:7]=1.[CH:24](=O)[C:25]1[CH:30]=[CH:29][CH:28]=[CH:27][CH:26]=1.C(O[BH-](OC(=O)C)OC(=O)C)(=O)C.[Na+]. The catalyst is C(Cl)Cl. The product is [CH2:24]([NH:1][C:2]1[CH:3]=[C:4]([C:8]2[N:13]3[N:14]=[CH:15][C:16]([C:17]([C:19]4[S:20][CH:21]=[CH:22][CH:23]=4)=[O:18])=[C:12]3[N:11]=[CH:10][CH:9]=2)[CH:5]=[CH:6][CH:7]=1)[C:25]1[CH:30]=[CH:29][CH:28]=[CH:27][CH:26]=1. The yield is 0.730.